From a dataset of Full USPTO retrosynthesis dataset with 1.9M reactions from patents (1976-2016). Predict the reactants needed to synthesize the given product. (1) Given the product [CH3:1][C:2]([CH3:38])([CH2:6][O:7][C:8]1[N:13]=[CH:12][C:11]([C:14]2[CH:15]=[N:16][C:17]([C:20]3[NH:24][C:23]([C:25]([F:28])([F:26])[F:27])=[CH:22][N:21]=3)=[CH:18][CH:19]=2)=[C:10]([CH3:37])[CH:9]=1)[C:3]([OH:5])=[O:4], predict the reactants needed to synthesize it. The reactants are: [CH3:1][C:2]([CH3:38])([CH2:6][O:7][C:8]1[N:13]=[CH:12][C:11]([C:14]2[CH:15]=[N:16][C:17]([C:20]3[N:21](COCC[Si](C)(C)C)[CH:22]=[C:23]([C:25]([F:28])([F:27])[F:26])[N:24]=3)=[CH:18][CH:19]=2)=[C:10]([CH3:37])[CH:9]=1)[C:3]([OH:5])=[O:4].[OH-].[Na+]. (2) Given the product [NH2:23][C:20]1[CH:19]=[C:16]2[C:17](=[O:18])[N:13]([CH:12]([C:27]3[CH:32]=[CH:31][C:30]([O:33][CH3:34])=[C:29]([O:35][CH2:36][CH3:37])[CH:28]=3)[CH2:11][C:10]([NH:9][OH:8])=[O:38])[C:14](=[O:26])[C:15]2=[CH:22][CH:21]=1, predict the reactants needed to synthesize it. The reactants are: C([O:8][NH:9][C:10](=[O:38])[CH2:11][CH:12]([C:27]1[CH:32]=[CH:31][C:30]([O:33][CH3:34])=[C:29]([O:35][CH2:36][CH3:37])[CH:28]=1)[N:13]1[C:17](=[O:18])[C:16]2=[CH:19][C:20]([N+:23]([O-])=O)=[CH:21][CH:22]=[C:15]2[C:14]1=[O:26])C1C=CC=CC=1.C(OCC)(=O)C. (3) Given the product [CH3:9][C:10]1([CH3:17])[O:14][CH:13]([CH2:15][O:16][C:2]2[CH:7]=[CH:6][N:5]=[C:4]([NH2:8])[CH:3]=2)[CH2:12][O:11]1, predict the reactants needed to synthesize it. The reactants are: Cl[C:2]1[CH:7]=[CH:6][N:5]=[C:4]([NH2:8])[CH:3]=1.[CH3:9][C:10]1([CH3:17])[O:14][CH:13]([CH2:15][OH:16])[CH2:12][O:11]1.[Na].O. (4) Given the product [CH3:1][N:2]([CH3:15])[C@@H:3]1[CH2:7][CH2:6][N:5]([C:8]2[N:13]=[CH:12][C:11]([NH:14][C:16]([N:23]3[CH2:24][CH2:36][CH:35]([CH2:28][C:29]4[CH:34]=[CH:33][CH:32]=[CH:31][CH:30]=4)[CH2:26][CH2:27]3)=[O:17])=[CH:10][CH:9]=2)[CH2:4]1, predict the reactants needed to synthesize it. The reactants are: [CH3:1][N:2]([CH3:15])[C@@H:3]1[CH2:7][CH2:6][N:5]([C:8]2[N:13]=[CH:12][C:11]([NH2:14])=[CH:10][CH:9]=2)[CH2:4]1.[C:16]([N:23]1[CH:27]=[CH:26]N=[CH:24]1)(N1C=CN=C1)=[O:17].[CH2:28]([CH:35]1CCNC[CH2:36]1)[C:29]1[CH:34]=[CH:33][CH:32]=[CH:31][CH:30]=1. (5) Given the product [CH2:19]([N:9]1[CH2:10][C:11]([C:12]2[CH:13]=[CH:14][C:15]([Cl:18])=[CH:16][CH:17]=2)=[C:6]([C:4]([OH:5])=[O:3])[CH2:7][CH2:8]1)[C:20]1[CH:21]=[CH:22][CH:23]=[CH:24][CH:25]=1, predict the reactants needed to synthesize it. The reactants are: C([O:3][C:4]([C:6]1[CH2:7][CH2:8][N:9]([CH2:19][C:20]2[CH:25]=[CH:24][CH:23]=[CH:22][CH:21]=2)[CH2:10][C:11]=1[C:12]1[CH:17]=[CH:16][C:15]([Cl:18])=[CH:14][CH:13]=1)=[O:5])C.O[Li].O. (6) The reactants are: [C:1]([C:3]1[CH:8]=[C:7]([C:9]2[CH:10]=[N:11][C:12]([C:15]([F:18])([F:17])[F:16])=[CH:13][CH:14]=2)[N:6]=[CH:5][C:4]=1[C:19]([O:21][CH3:22])=[O:20])#[N:2].[ClH:23]. Given the product [ClH:23].[NH2:2][CH2:1][C:3]1[CH:8]=[C:7]([C:9]2[CH:10]=[N:11][C:12]([C:15]([F:16])([F:17])[F:18])=[CH:13][CH:14]=2)[N:6]=[CH:5][C:4]=1[C:19]([O:21][CH3:22])=[O:20], predict the reactants needed to synthesize it.